Dataset: Catalyst prediction with 721,799 reactions and 888 catalyst types from USPTO. Task: Predict which catalyst facilitates the given reaction. (1) Reactant: C[O:2][CH:3](OC)[CH2:4][CH2:5][CH2:6][CH2:7][CH2:8][CH2:9][CH2:10][CH2:11][N:12]1[CH2:17][CH2:16][CH:15]([O:18][C:19](=[O:33])[NH:20][C:21]2[CH:26]=[CH:25][CH:24]=[CH:23][C:22]=2[C:27]2[CH:32]=[CH:31][CH:30]=[CH:29][CH:28]=2)[CH2:14][CH2:13]1.C(#N)C.Cl. Product: [O:2]=[CH:3][CH2:4][CH2:5][CH2:6][CH2:7][CH2:8][CH2:9][CH2:10][CH2:11][N:12]1[CH2:17][CH2:16][CH:15]([O:18][C:19](=[O:33])[NH:20][C:21]2[CH:26]=[CH:25][CH:24]=[CH:23][C:22]=2[C:27]2[CH:32]=[CH:31][CH:30]=[CH:29][CH:28]=2)[CH2:14][CH2:13]1. The catalyst class is: 4. (2) Reactant: [F:1][C:2]1[CH:7]=[C:6]([I:8])[CH:5]=[CH:4][C:3]=1[NH:9][C:10]1[N:11]([CH3:28])[C:12](=[O:27])[C:13]([CH3:26])=[CH:14][C:15]=1[C:16](ON1C(=O)CCC1=O)=[O:17].C1COCC1.CC(C)=O.[N-:38]=[N+:39]=[N-:40].[Na+]. Product: [F:1][C:2]1[CH:7]=[C:6]([I:8])[CH:5]=[CH:4][C:3]=1[NH:9][C:10]1[N:11]([CH3:28])[C:12](=[O:27])[C:13]([CH3:26])=[CH:14][C:15]=1[C:16]([N:38]=[N+:39]=[N-:40])=[O:17]. The catalyst class is: 6. (3) Reactant: [CH:1](=[O:8])[C:2]1[CH:7]=[CH:6][CH:5]=[CH:4][CH:3]=1.[N+:9]([CH2:11]S(C1C=CC(C)=CC=1)(=O)=O)#[C-:10].C([O-])([O-])=O.[K+].[K+]. Product: [C:2]1([C:1]2[O:8][CH:11]=[N:9][CH:10]=2)[CH:7]=[CH:6][CH:5]=[CH:4][CH:3]=1. The catalyst class is: 5. (4) Product: [CH3:9][O:8][C:6]1[C:5]([C@@:10]2([CH3:17])[CH2:15][CH2:14][CH2:13][NH:12][C:11]2=[O:16])=[CH:4][CH:3]=[C:2]([C:24]2[CH:23]=[C:22]3[C:27](=[CH:26][CH:25]=2)[N:19]([CH3:18])[CH:20]=[CH:21]3)[N:7]=1. Reactant: Cl[C:2]1[N:7]=[C:6]([O:8][CH3:9])[C:5]([C@@:10]2([CH3:17])[CH2:15][CH2:14][CH2:13][NH:12][C:11]2=[O:16])=[CH:4][CH:3]=1.[CH3:18][N:19]1[C:27]2[C:22](=[CH:23][C:24](B(O)O)=[CH:25][CH:26]=2)[CH:21]=[CH:20]1.C([O-])([O-])=O.[Na+].[Na+]. The catalyst class is: 819. (5) Reactant: [N:1]1[C:10]2[C:5](=[CH:6][CH:7]=[CH:8][CH:9]=2)[C:4]([O:11][C:12]2[CH:13]=[C:14]([NH2:19])[C:15]([NH2:18])=[CH:16][CH:17]=2)=[CH:3][CH:2]=1.[N:20]([C:23]1[CH:28]=[CH:27][C:26]([C:29]([F:32])([F:31])[F:30])=[CH:25][CH:24]=1)=[C:21]=S.C(Cl)CCl. Product: [N:1]1[C:10]2[C:5](=[CH:6][CH:7]=[CH:8][CH:9]=2)[C:4]([O:11][C:12]2[CH:17]=[CH:16][C:15]3[NH:18][C:21]([NH:20][C:23]4[CH:24]=[CH:25][C:26]([C:29]([F:30])([F:31])[F:32])=[CH:27][CH:28]=4)=[N:19][C:14]=3[CH:13]=2)=[CH:3][CH:2]=1. The catalyst class is: 23. (6) Reactant: [CH3:1][N:2]([CH2:9][C:10]([F:13])([F:12])[F:11])[C:3](=[O:8])[C:4]([O:6]C)=[O:5].[Li+].[OH-].Cl. Product: [CH3:1][N:2]([CH2:9][C:10]([F:11])([F:12])[F:13])[C:3](=[O:8])[C:4]([OH:6])=[O:5]. The catalyst class is: 24. (7) Reactant: [Br:1][C:2]1[C:3](Cl)=[C:4]([N+:9]([O-:11])=[O:10])[C:5]([NH2:8])=[N:6][CH:7]=1.[F:13][C:14]1[CH:27]=[CH:26][C:17]([CH2:18][N:19]2[CH2:25][CH2:24][CH2:23][NH:22][CH2:21][CH2:20]2)=[CH:16][CH:15]=1.C(N(C(C)C)CC)(C)C. Product: [Br:1][C:2]1[C:3]([N:22]2[CH2:23][CH2:24][CH2:25][N:19]([CH2:18][C:17]3[CH:26]=[CH:27][C:14]([F:13])=[CH:15][CH:16]=3)[CH2:20][CH2:21]2)=[C:4]([N+:9]([O-:11])=[O:10])[C:5]([NH2:8])=[N:6][CH:7]=1. The catalyst class is: 32.